Task: Predict the reactants needed to synthesize the given product.. Dataset: Full USPTO retrosynthesis dataset with 1.9M reactions from patents (1976-2016) (1) The reactants are: [CH:1]1([NH:6][S:7]([C:10]2[C:18]3[N:17]=[C:16]([SH:19])[NH:15][C:14]=3[CH:13]=[C:12]([C:20]3[C:21]([CH3:26])=[N:22][O:23][C:24]=3[CH3:25])[CH:11]=2)(=[O:9])=[O:8])[CH2:5][CH2:4][CH2:3][CH2:2]1.[CH3:27]I.[OH-].[K+]. Given the product [CH:1]1([NH:6][S:7]([C:10]2[C:18]3[N:17]=[C:16]([S:19][CH3:27])[NH:15][C:14]=3[CH:13]=[C:12]([C:20]3[C:21]([CH3:26])=[N:22][O:23][C:24]=3[CH3:25])[CH:11]=2)(=[O:9])=[O:8])[CH2:2][CH2:3][CH2:4][CH2:5]1, predict the reactants needed to synthesize it. (2) Given the product [Br:13][C:14]1[CH:15]=[CH:16][C:17]2[S:21][C:20]([CH2:22][O:8][C:7]3[C:2]([F:1])=[C:3]([C:10]([NH2:12])=[O:11])[C:4]([F:9])=[CH:5][CH:6]=3)=[N:19][C:18]=2[CH:24]=1, predict the reactants needed to synthesize it. The reactants are: [F:1][C:2]1[C:7]([OH:8])=[CH:6][CH:5]=[C:4]([F:9])[C:3]=1[C:10]([NH2:12])=[O:11].[Br:13][C:14]1[CH:15]=[CH:16][C:17]2[S:21][C:20]([CH2:22]Br)=[N:19][C:18]=2[CH:24]=1. (3) The reactants are: [Cl:1]C1C=CC2OC3C=CC=CC=3[C@H]3C(=[O:13])N(C)C[C@@H]3C=2C=1.[Cl:22][C:23]1[CH:24]=[CH:25][C:26]2[O:37][C:36]3[CH:38]=[CH:39][CH:40]=[CH:41][C:35]=3[C@@H:29]3[C:30](=[O:34])[N:31]([CH3:33])[CH2:32][C@@H:28]3[C:27]=2[CH:42]=1.[OH-].[K+]. Given the product [ClH:1].[Cl:22][C:23]1[CH:24]=[CH:25][C:26]2[O:37][C:36]3[CH:38]=[CH:39][CH:40]=[CH:41][C:35]=3[C@@H:29]([C:30]([OH:34])=[O:13])[C@H:28]([CH2:32][NH:31][CH3:33])[C:27]=2[CH:42]=1, predict the reactants needed to synthesize it. (4) Given the product [CH2:13]([O:15][C:6]([C@@H:5]1[CH2:4][CH2:3][C@H:2]2[C@H:8]([O:7]2)[CH2:9]1)=[O:10])[CH3:14], predict the reactants needed to synthesize it. The reactants are: I[C@H:2]1[C@H:8]2[CH2:9][C@H:5]([C:6](=[O:10])[O:7]2)[CH2:4][CH2:3]1.[OH-].[Na+].[CH2:13]([OH:15])[CH3:14]. (5) Given the product [NH2:1][C:2]1[CH:10]=[C:9]([O:11][CH3:12])[CH:8]=[CH:7][C:3]=1[C:4]([NH2:16])=[O:5], predict the reactants needed to synthesize it. The reactants are: [NH2:1][C:2]1[CH:10]=[C:9]([O:11][CH3:12])[CH:8]=[CH:7][C:3]=1[C:4](O)=[O:5].Cl.C([N:16]=C=NCCCN(C)C)C.OC1C2N=NNC=2C=CC=1.CN1CCOCC1.[NH4+].[OH-]. (6) Given the product [C:8]([C:6]1[CH:5]=[CH:4][C:3]2[N:10]([C:11]3[CH:12]=[C:13]([CH:19]=[CH:20][CH:21]=3)[C:14]([O:16][CH2:17][CH3:18])=[O:15])[C:22]([CH3:23])=[N:1][C:2]=2[CH:7]=1)#[N:9], predict the reactants needed to synthesize it. The reactants are: [NH2:1][C:2]1[CH:7]=[C:6]([C:8]#[N:9])[CH:5]=[CH:4][C:3]=1[NH:10][C:11]1[CH:12]=[C:13]([CH:19]=[CH:20][CH:21]=1)[C:14]([O:16][CH2:17][CH3:18])=[O:15].[C:22](Cl)(=O)[CH3:23].C(=O)([O-])O.[Na+].